From a dataset of Forward reaction prediction with 1.9M reactions from USPTO patents (1976-2016). Predict the product of the given reaction. (1) The product is: [F:1][C:2]1[CH:3]=[N:4][C:5]([C@@H:8]([NH:10][C:11]2[N:12]=[C:13]([N:18]3[CH2:19][CH2:20][O:21][CH2:22][CH2:23]3)[N:14]=[C:15]([NH:17][C:25]3[S:26][C:27]([C:30]#[N:31])=[CH:28][N:29]=3)[N:16]=2)[CH3:9])=[N:6][CH:7]=1. Given the reactants [F:1][C:2]1[CH:3]=[N:4][C:5]([C@@H:8]([NH:10][C:11]2[N:16]=[C:15]([NH2:17])[N:14]=[C:13]([N:18]3[CH2:23][CH2:22][O:21][CH2:20][CH2:19]3)[N:12]=2)[CH3:9])=[N:6][CH:7]=1.Cl[C:25]1[S:26][C:27]([C:30]#[N:31])=[CH:28][N:29]=1.CC1(C)C2C(=C(P(C3C=CC=CC=3)C3C=CC=CC=3)C=CC=2)OC2C(P(C3C=CC=CC=3)C3C=CC=CC=3)=CC=CC1=2.C([O-])([O-])=O.[Cs+].[Cs+], predict the reaction product. (2) Given the reactants [CH3:1][N:2]([CH2:4][C:5]1[CH:10]=[CH:9][C:8]([C:11]2[N:19]3[C:14]([CH:15]=[CH:16][CH:17]=[CH:18]3)=[CH:13][C:12]=2[CH2:20][OH:21])=[CH:7][CH:6]=1)[CH3:3], predict the reaction product. The product is: [CH3:3][N:2]([CH2:4][C:5]1[CH:6]=[CH:7][C:8]([C:11]2[N:19]3[C:14]([CH:15]=[CH:16][CH:17]=[CH:18]3)=[CH:13][C:12]=2[CH:20]=[O:21])=[CH:9][CH:10]=1)[CH3:1]. (3) Given the reactants Cl[C:2](=[O:8])[C:3]([O:5]CC)=O.[Cl:9][C:10]1[CH:11]=[CH:12][C:13]([CH3:21])=[C:14]([NH:16][C:17]([NH:19][CH3:20])=[S:18])[CH:15]=1, predict the reaction product. The product is: [Cl:9][C:10]1[CH:11]=[CH:12][C:13]([CH3:21])=[C:14]([N:16]2[C:2](=[O:8])[C:3](=[O:5])[N:19]([CH3:20])[C:17]2=[S:18])[CH:15]=1. (4) Given the reactants O[CH2:2][C:3]1[CH:12]=[N:11][C:10]2[N:9]3[CH2:13][CH2:14][S:15][CH2:16][C@H:8]3[C:7](=[O:17])[NH:6][C:5]=2[CH:4]=1.[I-].C(C[P+](C)(C)C)#N.Cl.[Cl:27][C:28]1[CH:29]=[C:30]([CH:35]=[CH:36][C:37]=1[N:38]1[CH2:43][CH2:42][NH:41][CH2:40][CH2:39]1)[C:31]([NH:33][CH3:34])=[O:32].CCN(C(C)C)C(C)C, predict the reaction product. The product is: [Cl:27][C:28]1[CH:29]=[C:30]([CH:35]=[CH:36][C:37]=1[N:38]1[CH2:39][CH2:40][N:41]([CH2:2][C:3]2[CH:12]=[N:11][C:10]3[N:9]4[CH2:13][CH2:14][S:15][CH2:16][C@H:8]4[C:7](=[O:17])[NH:6][C:5]=3[CH:4]=2)[CH2:42][CH2:43]1)[C:31]([NH:33][CH3:34])=[O:32]. (5) The product is: [CH3:1][C:2](=[N:9][NH:10][C:11]([NH2:13])=[O:12])[C:3]([CH3:6])([CH3:5])[CH3:4]. Given the reactants [CH3:1][C:2](=O)[C:3]([CH3:6])([CH3:5])[CH3:4].Cl.[NH2:9][NH:10][C:11]([NH2:13])=[O:12].C([O-])(=O)C.[Na+], predict the reaction product. (6) Given the reactants [CH2:1]([N:5]([CH:12]1[CH2:17][CH2:16][NH:15][CH2:14][CH2:13]1)[CH2:6][C:7]1[N:8]=[CH:9][S:10][CH:11]=1)[CH:2]([CH3:4])[CH3:3].[C:18]([OH:25])(=[O:24])/[CH:19]=[CH:20]/[C:21]([OH:23])=[O:22], predict the reaction product. The product is: [C:18]([OH:25])(=[O:24])/[CH:19]=[CH:20]/[C:21]([OH:23])=[O:22].[CH3:3][CH:2]([CH3:4])[CH2:1][N:5]([CH2:6][C:7]1[N:8]=[CH:9][S:10][CH:11]=1)[CH:12]1[CH2:13][CH2:14][NH:15][CH2:16][CH2:17]1.